From a dataset of Catalyst prediction with 721,799 reactions and 888 catalyst types from USPTO. Predict which catalyst facilitates the given reaction. (1) The catalyst class is: 9. Reactant: [CH3:1][O:2][C:3]1[CH:4]=[C:5]([CH:29]=[CH:30][C:31]=1[C:32]1[NH:36][C:35](=[O:37])[O:34][N:33]=1)[O:6][CH2:7][C:8]1[S:12][C:11]([C:13]2[CH:18]=[CH:17][C:16]([C:19]([F:22])([F:21])[F:20])=[CH:15][CH:14]=2)=[N:10][C:9]=1[CH2:23]OS(C)(=O)=O.C(N(C(C)C)CC)(C)C.[CH3:47][S:48]([N:51]1[CH2:56][CH2:55][NH:54][CH2:53][CH2:52]1)(=[O:50])=[O:49]. Product: [CH3:47][S:48]([N:51]1[CH2:56][CH2:55][N:54]([CH2:23][C:9]2[N:10]=[C:11]([C:13]3[CH:18]=[CH:17][C:16]([C:19]([F:21])([F:20])[F:22])=[CH:15][CH:14]=3)[S:12][C:8]=2[CH2:7][O:6][C:5]2[CH:29]=[CH:30][C:31]([C:32]3[NH:36][C:35](=[O:37])[O:34][N:33]=3)=[C:3]([O:2][CH3:1])[CH:4]=2)[CH2:53][CH2:52]1)(=[O:50])=[O:49]. (2) Reactant: [Cl:1][C:2]1[CH:7]=[CH:6][C:5]([C:8]2[S:12][C:11]([C:13]([OH:15])=[O:14])=[CH:10][CH:9]=2)=[CH:4][CH:3]=1.[Li]CCCC.CN([CH:24]=[O:25])C.Cl. Product: [Cl:1][C:2]1[CH:3]=[CH:4][C:5]([C:8]2[S:12][C:11]([C:13]([OH:15])=[O:14])=[C:10]([CH:24]=[O:25])[CH:9]=2)=[CH:6][CH:7]=1. The catalyst class is: 1. (3) Reactant: [N+:1]([C:4]1[CH:5]=[C:6]([CH:21]=[C:22]([C:24]([F:27])([F:26])[F:25])[CH:23]=1)[O:7][CH2:8][C@@H:9]1[CH2:13][CH2:12][CH2:11][N:10]1[C:14]([O:16][C:17]([CH3:20])([CH3:19])[CH3:18])=[O:15])([O-])=O. Product: [NH2:1][C:4]1[CH:5]=[C:6]([CH:21]=[C:22]([C:24]([F:27])([F:25])[F:26])[CH:23]=1)[O:7][CH2:8][C@@H:9]1[CH2:13][CH2:12][CH2:11][N:10]1[C:14]([O:16][C:17]([CH3:19])([CH3:20])[CH3:18])=[O:15]. The catalyst class is: 50.